From a dataset of Full USPTO retrosynthesis dataset with 1.9M reactions from patents (1976-2016). Predict the reactants needed to synthesize the given product. (1) The reactants are: C(O[C:4]([C:6]1([CH2:13][CH2:14]OC)[CH2:11][CH2:10][CH:9]([OH:12])[CH2:8][CH2:7]1)=[O:5])C.[CH:17]([O:20][C:21]1[CH:26]=[CH:25][C:24]([NH2:27])=[CH:23][CH:22]=1)([CH3:19])[CH3:18]. Given the product [OH:12][CH:9]1[CH2:8][CH2:7][C:6]2([C:4](=[O:5])[N:27]([C:24]3[CH:23]=[CH:22][C:21]([O:20][CH:17]([CH3:19])[CH3:18])=[CH:26][CH:25]=3)[CH2:14][CH2:13]2)[CH2:11][CH2:10]1, predict the reactants needed to synthesize it. (2) Given the product [CH:1]1([N:5]2[CH2:11][CH2:10][C:9]3[CH:12]=[CH:13][C:14]([O:16][C:17]4[N:18]=[CH:19][C:20]([N:24]5[CH2:29][CH2:28][CH2:27][CH2:26][C:25]5=[O:30])=[CH:21][CH:22]=4)=[CH:15][C:8]=3[CH2:7][CH2:6]2)[CH2:4][CH2:3][CH2:2]1, predict the reactants needed to synthesize it. The reactants are: [CH:1]1([N:5]2[CH2:11][CH2:10][C:9]3[CH:12]=[CH:13][C:14]([O:16][C:17]4[CH:22]=[CH:21][C:20](I)=[CH:19][N:18]=4)=[CH:15][C:8]=3[CH2:7][CH2:6]2)[CH2:4][CH2:3][CH2:2]1.[NH:24]1[CH2:29][CH2:28][CH2:27][CH2:26][C:25]1=[O:30].C1(N2CCC3C=CC(OC4N=CC(N5CCCC5=O)=CC=4)=CC=3CC2)CCC1. (3) The reactants are: [N:1]1[CH:6]=[CH:5][CH:4]=[C:3]([C:7]2[CH:12]=[CH:11][N:10]=[C:9]([NH2:13])[N:8]=2)[CH:2]=1.Br[C:15]1[CH:16]=[C:17]([NH:22][C:23](=[O:38])[C:24]2[CH:29]=[CH:28][C:27]([CH2:30][N:31]3[CH2:36][CH2:35][N:34]([CH3:37])[CH2:33][CH2:32]3)=[CH:26][CH:25]=2)[CH:18]=[CH:19][C:20]=1[CH3:21].C1C=CC(P(C2C(C3C(P(C4C=CC=CC=4)C4C=CC=CC=4)=CC=C4C=3C=CC=C4)=C3C(C=CC=C3)=CC=2)C2C=CC=CC=2)=CC=1.C1(C)C(C)=CC=CC=1. Given the product [CH3:37][N:34]1[CH2:33][CH2:32][N:31]([CH2:30][C:27]2[CH:28]=[CH:29][C:24]([C:23]([NH:22][C:17]3[CH:16]=[CH:15][C:20]([CH3:21])=[C:19]([NH:13][C:9]4[N:8]=[C:7]([C:3]5[CH:2]=[N:1][CH:6]=[CH:5][CH:4]=5)[CH:12]=[CH:11][N:10]=4)[CH:18]=3)=[O:38])=[CH:25][CH:26]=2)[CH2:36][CH2:35]1, predict the reactants needed to synthesize it. (4) The reactants are: [F:1][C@H:2]1[C@@H:7]([S:8][CH3:9])[CH2:6][CH2:5][N:4]([C:10]2[N:15]=[C:14]([NH:16][C:17]3[N:22]=[CH:21][C:20]4[N:23]=[C:24]([CH2:29][O:30]C5CCCCO5)[N:25]([CH:26]([CH3:28])[CH3:27])[C:19]=4[CH:18]=3)[CH:13]=[CH:12][N:11]=2)[CH2:3]1.FC(F)(F)C(O)=O.C1(C)C=CC=CC=1. Given the product [F:1][C@H:2]1[C@@H:7]([S:8][CH3:9])[CH2:6][CH2:5][N:4]([C:10]2[N:15]=[C:14]([NH:16][C:17]3[N:22]=[CH:21][C:20]4[N:23]=[C:24]([CH2:29][OH:30])[N:25]([CH:26]([CH3:28])[CH3:27])[C:19]=4[CH:18]=3)[CH:13]=[CH:12][N:11]=2)[CH2:3]1, predict the reactants needed to synthesize it.